From a dataset of Experimentally validated miRNA-target interactions with 360,000+ pairs, plus equal number of negative samples. Binary Classification. Given a miRNA mature sequence and a target amino acid sequence, predict their likelihood of interaction. (1) The miRNA is hsa-miR-338-3p with sequence UCCAGCAUCAGUGAUUUUGUUG. Result: 1 (interaction). The protein sequence of the target gene is MGQTVNEDSMDVKKENQEKTPQSSTSSVQRDDFHWEEYLKETGSISAPSECFRQSQIPPVNDFKVGMKLEARDPRNATSVCIATVIGITGARLRLRLDGSDNRNDFWRLVDSPDIQPVGTCEKEGDLLQPPLGYQMNTSSWPMFLLKTLNGSEMASATLFKKEPPKPPLNNFKVGMKLEAIDKKNPYLICPATIGDVKGDEVHITFDGWSGAFDYWCKYDSRDIFPAGWCRLTGDVLQPPGTSVPIVKNIAKTESSPSEASQHSMQSPQKTTLILPTQQVRRSSRIKPPGPTAVPKRSSS.... (2) Result: 0 (no interaction). The miRNA is hsa-miR-3164 with sequence UGUGACUUUAAGGGAAAUGGCG. The protein sequence of the target gene is MVDAFCATWKLTDSQNFDEYMKALGVGFATRQVGNVTKPTVIISQEGGKVVIRTQCTFKNTEINFQLGEEFEETSIDDRNCKSVVRLDGDKLIHVQKWDGKETNCTREIKDGKMVVTLTFGDIVAVRCYEKA. (3) The miRNA is ath-miR160b with sequence UGCCUGGCUCCCUGUAUGCCA. The protein sequence of the target gene is MASNHPAFSFHQKQVLRQELTQIQSSLNSGGGGGGGGGGGGKSAPGPSGALPTCSACHKMAPRTETPVSSISNSLENALHTSAHSTEESLPKRPLGKHGKVSVEKIDLKGLSHTKNDRSVECSFEVLWSDSSITSVTKSSSEVTEFISKLSQLCPEENLDKLIPCLAGPDSFYVERNHVDLEAGLRFLASAPSHTLKHDHVRKFFSSSSPSQQLQSPSPGNPSLPKVGAVMGVSGRPVCGVAGIPSSQSSAQHHLQHSASTSASLPHCSHTGGTGSALAYRTQVDNSPTILMPSSLQTPQ.... Result: 0 (no interaction). (4) The miRNA is bta-miR-205 with sequence UCCUUCAUUCCACCGGAGUCUG. The protein sequence of the target gene is MAGRSLCLTRSSVPGTPFPPPVQQPSTPGPDLLALEEEYKRLNAELQAKTADVVQQAKEIIRDRQEVRSRPVSTQMKSCDDEDDYSLRGLLPSEGIVHLHSETKPKTKNIDPVNKVQNKLHSANKGRKTNSSVKLKYSDVQTADDVAIPEDFSDFSLAKTISKIEGQLEEEGLPEYIDDIFSGVSNDIGTEAQIRFLKAKLHVMQEELDNVVCECNKKEDEIQNLKSQVKNFEEDFMRQQRTINMQQSQVEKYKTLFEEANKKYDGLQQQLSSVERELENKRRLQKQAASSQSATEVRLN.... Result: 0 (no interaction). (5) The miRNA is mmu-let-7d-5p with sequence AGAGGUAGUAGGUUGCAUAGUU. The protein sequence of the target gene is MSETSSHDSFYDSLSDVQEEGKSADFFPGLSAFLSQEEINKSLDLARRAIDSSETEDFDSEKEISQIFSKSPISLCETPSHEEPKSGKQTSSERPQDSRRAPVQPLTGDQAERITSPGSKRKPGVSPLLASPSYIRSLRKAEKRGAKNPNPSSKPKTAQQSKAGPQSQLCDKAASFIEELTSIFREAAKPRNRSPNGESSSPDSGYLSPKNQPSALMSASASQSPTADQLDQLEMDAEVKQAQGSLCYQAHQASEETLPLAHIPHPQPQKARHLPTAPRFIQKLRSQEVAEGSRVYLECR.... Result: 0 (no interaction). (6) The miRNA is hsa-miR-20a-5p with sequence UAAAGUGCUUAUAGUGCAGGUAG. The protein sequence of the target gene is MVAGMLGLREEKSEDQDLQGLKDKPLKFKKVKKDKKEEKEGKHEPVQPSAHHSAEPAEAGKAETSEGSGSAPAVPEASASPKQRRSIIRDRGPMYDDPTLPEGWTRKLKQRKSGRSAGKYDVYLINPQGKAFRSKVELIAYFEKVGDTSLDPNDFDFTVTGRGSPSRREQKPPKKPKSPKAPGTGRGRGRPKGSGTTRPKAATSEGVQVKRVLEKSPGKLLVKMPFQTSPGGKAEGGGATTSTQVMVIKRPGRKRKAEADPQAIPKKRGRKPGSVVAAAAAEAKKKAVKESSIRSVQETV.... Result: 1 (interaction). (7) The miRNA is hsa-miR-26b-5p with sequence UUCAAGUAAUUCAGGAUAGGU. The protein sequence of the target gene is MASKQTKKKEVHRINSAHGSDKSKDFYPFGSNVQSGSTEQKKGKFPLWPEWSEADINSEKWDAGKGAKEKDKTGKSPVFHFFEDPEGKIELPPSLKIYSWKRPQDILFSQTPVVVKNEITFDLFSANEHLLCSELMRWIISEIYAVWKIFNGGILSNYFKGTSGEPPLLPWKPWEHIYSLCKAVKGHMPLFNSYGKYVVKLYWMGCWRKITIDDFLPFDEDNNLLLPATTYEFELWPMLLSKAIIKLANIDIHVADRRELGEFTVIHALTGWLPEVISLHPGYMDKVWELLKEILPEFKL.... Result: 1 (interaction).